Dataset: Catalyst prediction with 721,799 reactions and 888 catalyst types from USPTO. Task: Predict which catalyst facilitates the given reaction. (1) Reactant: [I:1][C:2]1[CH:3]=[C:4]2[C:9](=[CH:10][CH:11]=1)[O:8][CH2:7][CH2:6][C@H:5]2O.C1(P([N:27]=[N+]=[N-])(C2C=CC=CC=2)=O)C=CC=CC=1.C1CCN2C(=NCCC2)CC1.P(C)(C)C.C1COCC1. Product: [I:1][C:2]1[CH:3]=[C:4]2[C:9](=[CH:10][CH:11]=1)[O:8][CH2:7][CH2:6][C@@H:5]2[NH2:27]. The catalyst class is: 226. (2) Reactant: Cl.[CH2:2]([O:9][C:10]([C@@H:12]1[CH2:19][C@H:18]2[C@H:14]([CH2:15][CH2:16][CH2:17]2)[NH:13]1)=[O:11])[C:3]1[CH:8]=[CH:7][CH:6]=[CH:5][CH:4]=1.[C:20](O[C:20]([O:22][C:23]([CH3:26])([CH3:25])[CH3:24])=[O:21])([O:22][C:23]([CH3:26])([CH3:25])[CH3:24])=[O:21].CCN(C(C)C)C(C)C. Product: [N:13]1([C:20]([O:22][C:23]([CH3:26])([CH3:25])[CH3:24])=[O:21])[C@H:12]([C:10]([O:9][CH2:2][C:3]2[CH:4]=[CH:5][CH:6]=[CH:7][CH:8]=2)=[O:11])[CH2:19][C@@H:18]2[CH2:17][CH2:16][CH2:15][C@H:14]12. The catalyst class is: 2. (3) Reactant: [CH3:1][O:2][C:3]1[CH:4]=[C:5]2[C:10](=[CH:11][C:12]=1[O:13][CH3:14])[N:9]=[CH:8][CH:7]=[C:6]2[O:15][C:16]1[CH:21]=[CH:20][C:19]([NH:22][C:23]([C:25]2[C:26](=[O:46])[N:27]([C:40]3[CH:45]=[CH:44][CH:43]=[CH:42][CH:41]=3)[N:28]([CH2:31][C@H:32]([O:34][C:35](=[O:39])[C@@H:36]([NH2:38])[CH3:37])[CH3:33])[C:29]=2[CH3:30])=[O:24])=[CH:18][C:17]=1[F:47].[ClH:48]. Product: [ClH:48].[CH3:1][O:2][C:3]1[CH:4]=[C:5]2[C:10](=[CH:11][C:12]=1[O:13][CH3:14])[N:9]=[CH:8][CH:7]=[C:6]2[O:15][C:16]1[CH:21]=[CH:20][C:19]([NH:22][C:23]([C:25]2[C:26](=[O:46])[N:27]([C:40]3[CH:41]=[CH:42][CH:43]=[CH:44][CH:45]=3)[N:28]([CH2:31][C@H:32]([O:34][C:35](=[O:39])[C@@H:36]([NH2:38])[CH3:37])[CH3:33])[C:29]=2[CH3:30])=[O:24])=[CH:18][C:17]=1[F:47]. The catalyst class is: 25. (4) Reactant: [CH3:1][C:2]1[C:11]2[NH:10][C:9](=O)[C@@H:8]3[CH2:13][N:14]([C:16]([O:18][C:19]([CH3:22])([CH3:21])[CH3:20])=[O:17])[CH2:15][C@@H:7]3[C:6]=2[CH:5]=[CH:4][CH:3]=1. Product: [CH3:1][C:2]1[C:11]2[NH:10][CH2:9][C@@H:8]3[CH2:13][N:14]([C:16]([O:18][C:19]([CH3:22])([CH3:21])[CH3:20])=[O:17])[CH2:15][C@@H:7]3[C:6]=2[CH:5]=[CH:4][CH:3]=1. The catalyst class is: 1.